Dataset: Forward reaction prediction with 1.9M reactions from USPTO patents (1976-2016). Task: Predict the product of the given reaction. Given the reactants [Si]([O:8][CH2:9][CH2:10][S:11]([C:14]1[CH:19]=[C:18]([C:20]#[N:21])[CH:17]=[CH:16][C:15]=1[CH:22]1[C:27]([C:28]#[N:29])=[C:26]([CH3:30])[N:25]([C:31]2[CH:36]=[CH:35][CH:34]=[C:33]([C:37]([F:40])([F:39])[F:38])[CH:32]=2)[C:24](=[O:41])[NH:23]1)(=[O:13])=[O:12])(C(C)(C)C)(C)C.FC(F)(F)C(O)=O.C(#N)C.O, predict the reaction product. The product is: [C:20]([C:18]1[CH:17]=[CH:16][C:15]([CH:22]2[C:27]([C:28]#[N:29])=[C:26]([CH3:30])[N:25]([C:31]3[CH:36]=[CH:35][CH:34]=[C:33]([C:37]([F:38])([F:39])[F:40])[CH:32]=3)[C:24](=[O:41])[NH:23]2)=[C:14]([S:11]([CH2:10][CH2:9][OH:8])(=[O:13])=[O:12])[CH:19]=1)#[N:21].